From a dataset of Plasma protein binding rate (PPBR) regression data from AstraZeneca. Regression/Classification. Given a drug SMILES string, predict its absorption, distribution, metabolism, or excretion properties. Task type varies by dataset: regression for continuous measurements (e.g., permeability, clearance, half-life) or binary classification for categorical outcomes (e.g., BBB penetration, CYP inhibition). For this dataset (ppbr_az), we predict Y. (1) The drug is CNC(=O)c1[nH]cnc1C(=O)Nc1ccc(Cl)cc1. The Y is 97.3 %. (2) The compound is CCCn1c(=O)[nH]c(=O)c2[nH]cnc21. The Y is 67.1 %.